From a dataset of Reaction yield outcomes from USPTO patents with 853,638 reactions. Predict the reaction yield, written as a fraction of the theoretical maximum amount of product (1.0 means a 100% yield; for example, 0.34 means a 34% yield). (1) The reactants are [CH2:1]([N:3]([CH2:24][CH3:25])[C:4](=[O:23])[C:5]1[CH:10]=[CH:9][C:8]([NH:11][CH2:12][CH2:13][N:14]2[CH2:19][CH2:18][CH2:17][CH2:16][CH2:15]2)=[C:7]([N+:20]([O-])=O)[CH:6]=1)[CH3:2]. The catalyst is CCOC(C)=O.[Pd]. The product is [NH2:20][C:7]1[CH:6]=[C:5]([CH:10]=[CH:9][C:8]=1[NH:11][CH2:12][CH2:13][N:14]1[CH2:19][CH2:18][CH2:17][CH2:16][CH2:15]1)[C:4]([N:3]([CH2:24][CH3:25])[CH2:1][CH3:2])=[O:23]. The yield is 0.990. (2) The reactants are FC(F)(F)C(O)=O.[CH:8]([N:11]1[C:15]([C:16]2[N:25]=[C:24]3[N:18]([CH2:19][CH2:20][O:21][C:22]4[CH:29]=[C:28]([CH:30]5[CH2:35][CH2:34][NH:33][CH2:32][CH2:31]5)[CH:27]=[CH:26][C:23]=43)[CH:17]=2)=[N:14][CH:13]=[N:12]1)([CH3:10])[CH3:9].C(=O)([O-])[O-].[K+].[K+].Br[CH2:43][CH2:44][O:45][CH3:46]. The catalyst is CN(C=O)C.C(Cl)Cl. The product is [CH:8]([N:11]1[C:15]([C:16]2[N:25]=[C:24]3[C:23]4[CH:26]=[CH:27][C:28]([CH:30]5[CH2:35][CH2:34][N:33]([CH2:43][CH2:44][O:45][CH3:46])[CH2:32][CH2:31]5)=[CH:29][C:22]=4[O:21][CH2:20][CH2:19][N:18]3[CH:17]=2)=[N:14][CH:13]=[N:12]1)([CH3:10])[CH3:9]. The yield is 0.480. (3) The reactants are Cl[C:2]1[N:7]=[C:6]([C:8]2[S:12][C:11]([C:13]([CH3:16])([CH3:15])[CH3:14])=[N:10][C:9]=2[C:17]2[C:18]([F:35])=[C:19]([NH:23][S:24]([C:27]3[CH:32]=[C:31]([F:33])[CH:30]=[CH:29][C:28]=3[F:34])(=[O:26])=[O:25])[CH:20]=[CH:21][CH:22]=2)[CH:5]=[CH:4][N:3]=1.[NH2:36][CH2:37][CH2:38][CH2:39][N:40]1[CH2:44][CH2:43][CH2:42][C:41]1=[O:45]. No catalyst specified. The product is [CH3:14][C:13]([C:11]1[S:12][C:8]([C:6]2[CH:5]=[CH:4][N:3]=[C:2]([NH:36][CH2:37][CH2:38][CH2:39][N:40]3[CH2:44][CH2:43][CH2:42][C:41]3=[O:45])[N:7]=2)=[C:9]([C:17]2[C:18]([F:35])=[C:19]([NH:23][S:24]([C:27]3[CH:32]=[C:31]([F:33])[CH:30]=[CH:29][C:28]=3[F:34])(=[O:26])=[O:25])[CH:20]=[CH:21][CH:22]=2)[N:10]=1)([CH3:16])[CH3:15]. The yield is 0.800. (4) The reactants are [NH:1]([C:10]([O:12][C:13]([CH3:16])([CH3:15])[CH3:14])=[O:11])[C@H:2]([C:7]([OH:9])=O)[CH2:3][CH:4]([CH3:6])[CH3:5].[CH:17]1[C:22]([C:23](O)=[O:24])=[CH:21][CH:20]=[C:19]([NH2:26])[CH:18]=1.CCOC1N(C(OCC)=O)C2C(=CC=CC=2)C=C1.C1(C)C=CC=CC=1. The catalyst is C(O)C. The product is [C:13]([O:12][C:10]([NH:1][C@@H:2]([CH2:3][CH:4]([CH3:5])[CH3:6])[C:7]([NH:26][C:19]1[CH:20]=[CH:21][C:22]([CH2:23][OH:24])=[CH:17][CH:18]=1)=[O:9])=[O:11])([CH3:16])([CH3:15])[CH3:14]. The yield is 0.960. (5) The reactants are Br[C:2]1[CH:10]=[CH:9][CH:8]=[C:7]2[C:3]=1[CH:4]=[N:5][NH:6]2.CC1(C)C(C)(C)OB([C:19]2[CH:20]=[C:21]3[C:26](=[CH:27][CH:28]=2)[CH:25]=[C:24]([NH:29][C:30]([C:32]2[CH:36]=[CH:35][S:34][CH:33]=2)=[O:31])[CH:23]=[CH:22]3)O1.C([O-])([O-])=O.[K+].[K+].O1CCOCC1. The catalyst is [Pd].O. The product is [NH:6]1[C:7]2[C:3](=[C:2]([C:19]3[CH:20]=[C:21]4[C:26](=[CH:27][CH:28]=3)[CH:25]=[C:24]([NH:29][C:30]([C:32]3[CH:36]=[CH:35][S:34][CH:33]=3)=[O:31])[CH:23]=[CH:22]4)[CH:10]=[CH:9][CH:8]=2)[CH:4]=[N:5]1. The yield is 0.100.